From a dataset of Full USPTO retrosynthesis dataset with 1.9M reactions from patents (1976-2016). Predict the reactants needed to synthesize the given product. (1) Given the product [OH:52][C@H:49]1[CH2:50][CH2:51][C@H:46]([C:38]2[CH:37]=[CH:36][C:35]([NH:34][C:2]3[C:7]([C:8]([F:10])([F:9])[F:11])=[CH:6][N:5]=[C:4]([NH:12][C:13]4[CH:33]=[CH:32][C:16]([CH2:17][P:18](=[O:31])([O:25][CH2:26][C:27]([F:29])([F:30])[F:28])[O:19][CH2:20][C:21]([F:23])([F:24])[F:22])=[CH:15][CH:14]=4)[N:3]=3)=[C:43]3[C:39]=2[CH2:40][N:41]([CH3:45])[C:42]3=[O:44])[CH2:47][CH2:48]1, predict the reactants needed to synthesize it. The reactants are: Cl[C:2]1[C:7]([C:8]([F:11])([F:10])[F:9])=[CH:6][N:5]=[C:4]([NH:12][C:13]2[CH:33]=[CH:32][C:16]([CH2:17][P:18](=[O:31])([O:25][CH2:26][C:27]([F:30])([F:29])[F:28])[O:19][CH2:20][C:21]([F:24])([F:23])[F:22])=[CH:15][CH:14]=2)[N:3]=1.[NH2:34][C:35]1[CH:36]=[CH:37][C:38]([CH:46]2[CH2:51][CH2:50][CH:49]([OH:52])[CH2:48][CH2:47]2)=[C:39]2[C:43]=1[C:42](=[O:44])[N:41]([CH3:45])[CH2:40]2. (2) Given the product [C:1]1([NH:7][N:8]=[CH:20][C:19]2[CH:18]=[CH:17][C:16]([N:15]([C:24]3[CH:29]=[CH:28][CH:27]=[CH:26][CH:25]=3)[C:9]3[CH:14]=[CH:13][CH:12]=[CH:11][CH:10]=3)=[CH:23][CH:22]=2)[CH:6]=[CH:5][CH:4]=[CH:3][CH:2]=1, predict the reactants needed to synthesize it. The reactants are: [C:1]1([NH:7][NH2:8])[CH:6]=[CH:5][CH:4]=[CH:3][CH:2]=1.[C:9]1([N:15]([C:24]2[CH:29]=[CH:28][CH:27]=[CH:26][CH:25]=2)[C:16]2[CH:23]=[CH:22][C:19]([CH:20]=O)=[CH:18][CH:17]=2)[CH:14]=[CH:13][CH:12]=[CH:11][CH:10]=1. (3) The reactants are: [Cl:1][C:2]1[C:12](I)=[CH:11][CH:10]=[C:9]([Si:14]([CH3:17])([CH3:16])[CH3:15])[C:3]=1[C:4]([NH:6][CH2:7][CH3:8])=[O:5].[CH3:18][Si:19]([C:22]#[CH:23])([CH3:21])[CH3:20]. Given the product [Cl:1][C:2]1[C:12]([C:23]#[C:22][Si:19]([CH3:21])([CH3:20])[CH3:18])=[CH:11][CH:10]=[C:9]([Si:14]([CH3:17])([CH3:16])[CH3:15])[C:3]=1[C:4]([NH:6][CH2:7][CH3:8])=[O:5], predict the reactants needed to synthesize it. (4) The reactants are: [Cl:1][C:2]1[CH:3]=[C:4]([CH:56]=[CH:57][CH:58]=1)[O:5][C:6]1[CH:33]=[C:32]([N:34]2[CH2:39][CH2:38][N:37]([CH2:40][C:41]3[CH2:46][CH2:45][C:44]([CH3:48])([CH3:47])[CH2:43][C:42]=3[C:49]3[CH:54]=[CH:53][C:52]([Cl:55])=[CH:51][CH:50]=3)[CH2:36][CH2:35]2)[CH:31]=[CH:30][C:7]=1[C:8]([NH:10][S:11]([C:14]1[CH:19]=[CH:18][C:17]([NH:20][CH:21]2[CH2:26][CH2:25][NH:24][CH2:23][CH2:22]2)=[C:16]([N+:27]([O-:29])=[O:28])[CH:15]=1)(=[O:13])=[O:12])=[O:9].[CH:59]1([CH:62]=O)[CH2:61][CH2:60]1.CO. Given the product [Cl:1][C:2]1[CH:3]=[C:4]([CH:56]=[CH:57][CH:58]=1)[O:5][C:6]1[CH:33]=[C:32]([N:34]2[CH2:39][CH2:38][N:37]([CH2:40][C:41]3[CH2:46][CH2:45][C:44]([CH3:48])([CH3:47])[CH2:43][C:42]=3[C:49]3[CH:50]=[CH:51][C:52]([Cl:55])=[CH:53][CH:54]=3)[CH2:36][CH2:35]2)[CH:31]=[CH:30][C:7]=1[C:8]([NH:10][S:11]([C:14]1[CH:19]=[CH:18][C:17]([NH:20][CH:21]2[CH2:26][CH2:25][N:24]([CH2:62][CH:59]3[CH2:61][CH2:60]3)[CH2:23][CH2:22]2)=[C:16]([N+:27]([O-:29])=[O:28])[CH:15]=1)(=[O:12])=[O:13])=[O:9], predict the reactants needed to synthesize it.